Dataset: hERG Central: cardiac toxicity at 1µM, 10µM, and general inhibition. Task: Predict hERG channel inhibition at various concentrations. (1) The compound is COc1ccc(CCNC(=O)C2CCN(Cc3nc(-c4cccc(Cl)c4)oc3C)CC2)cc1OC. Results: hERG_inhib (hERG inhibition (general)): blocker. (2) The compound is CN(C)CCCN(C(=O)C1=COCCO1)c1nc2ccc(Br)cc2s1.Cl. Results: hERG_inhib (hERG inhibition (general)): blocker. (3) The compound is CCN(CC)C1=NC=CC(c2ccccc2)=CC1C. Results: hERG_inhib (hERG inhibition (general)): blocker. (4) The drug is CCN1CCN(CCOc2cccc(Oc3ccccc3)c2)CC1.O=C(O)C(=O)O. Results: hERG_inhib (hERG inhibition (general)): blocker. (5) The drug is CCN(CC)C(=O)c1cc2cc([N+](=O)[O-])ccc2s1. Results: hERG_inhib (hERG inhibition (general)): blocker.